From a dataset of Reaction yield outcomes from USPTO patents with 853,638 reactions. Predict the reaction yield, written as a fraction of the theoretical maximum amount of product (1.0 means a 100% yield; for example, 0.34 means a 34% yield). (1) The product is [N:5]1[CH:6]=[CH:7][C:2]([C:13]2[CH:14]=[CH:15][C:10]([CH2:9][OH:8])=[CH:11][CH:12]=2)=[CH:3][N:4]=1. The yield is 0.640. The reactants are Br[C:2]1[CH:7]=[CH:6][N:5]=[N:4][CH:3]=1.[OH:8][CH2:9][C:10]1[CH:15]=[CH:14][C:13](B(O)O)=[CH:12][CH:11]=1.C(=O)([O-])[O-].[K+].[K+].O. The catalyst is COCCOC.C1C=CC([P]([Pd]([P](C2C=CC=CC=2)(C2C=CC=CC=2)C2C=CC=CC=2)([P](C2C=CC=CC=2)(C2C=CC=CC=2)C2C=CC=CC=2)[P](C2C=CC=CC=2)(C2C=CC=CC=2)C2C=CC=CC=2)(C2C=CC=CC=2)C2C=CC=CC=2)=CC=1. (2) The reactants are [NH2:1][C@H:2]([CH:5]([CH3:7])[CH3:6])[CH2:3][OH:4].[Br:8][C:9]1[CH:10]=[C:11]([CH:16]=[CH:17][C:18]=1[CH2:19]Br)[C:12]([O:14][CH3:15])=[O:13]. The catalyst is CC#N. The product is [Br:8][C:9]1[CH:10]=[C:11]([CH:16]=[CH:17][C:18]=1[CH2:19][NH:1][C@H:2]([CH:5]([CH3:7])[CH3:6])[CH2:3][OH:4])[C:12]([O:14][CH3:15])=[O:13]. The yield is 0.590. (3) The reactants are [Cl:1][C:2]1[C:7]([CH2:8][OH:9])=[CH:6][N:5]=[C:4]([S:10][CH3:11])[N:3]=1. The catalyst is C(Cl)Cl.[O-2].[Mn+4].[O-2]. The product is [Cl:1][C:2]1[C:7]([CH:8]=[O:9])=[CH:6][N:5]=[C:4]([S:10][CH3:11])[N:3]=1. The yield is 0.430. (4) The reactants are [O-:1][C:2]#[N:3].[K+].Cl.[CH3:6][O:7][C:8]1[CH:13]=[CH:12][C:11]([NH:14][NH2:15])=[CH:10][CH:9]=1. The catalyst is O. The product is [CH3:6][O:7][C:8]1[CH:13]=[CH:12][C:11]([NH:14][NH:15][C:2]([NH2:3])=[O:1])=[CH:10][CH:9]=1. The yield is 0.705.